Task: Predict the reactants needed to synthesize the given product.. Dataset: Full USPTO retrosynthesis dataset with 1.9M reactions from patents (1976-2016) (1) Given the product [Br:1][C:2]1[CH:11]=[CH:10][C:9]2[C:4](=[CH:5][CH:6]=[C:7]([CH2:12][Br:15])[CH:8]=2)[CH:3]=1, predict the reactants needed to synthesize it. The reactants are: [Br:1][C:2]1[CH:3]=[C:4]2[C:9](=[CH:10][CH:11]=1)[CH:8]=[C:7]([CH2:12]O)[CH:6]=[CH:5]2.P(Br)(Br)[Br:15]. (2) Given the product [CH3:1][O:2][C:3]1[CH:4]=[C:5]2[C:10](=[CH:11][C:12]=1[O:13][CH3:14])[N:9]=[CH:8][CH:7]=[C:6]2[O:15][C:16]1[CH:24]=[C:23]2[C:19]([C:20]([NH:26][CH2:27][CH3:28])=[N:21][N:22]2[CH3:25])=[CH:18][CH:17]=1, predict the reactants needed to synthesize it. The reactants are: [CH3:1][O:2][C:3]1[CH:4]=[C:5]2[C:10](=[CH:11][C:12]=1[O:13][CH3:14])[N:9]=[CH:8][CH:7]=[C:6]2[O:15][C:16]1[CH:24]=[C:23]2[C:19]([C:20]([NH2:26])=[N:21][N:22]2[CH3:25])=[CH:18][CH:17]=1.[CH:27](=O)[CH3:28].